This data is from Forward reaction prediction with 1.9M reactions from USPTO patents (1976-2016). The task is: Predict the product of the given reaction. Given the reactants Cl[CH2:2][C:3]([NH:5][C:6]1[CH:11]=[CH:10][C:9]([F:12])=[CH:8][CH:7]=1)=[O:4].[NH2:13][CH2:14][CH2:15][OH:16].C(OC(C)C)(=O)C, predict the reaction product. The product is: [F:12][C:9]1[CH:10]=[CH:11][C:6]([NH:5][C:3](=[O:4])[CH2:2][NH:13][CH2:14][CH2:15][OH:16])=[CH:7][CH:8]=1.